From a dataset of Full USPTO retrosynthesis dataset with 1.9M reactions from patents (1976-2016). Predict the reactants needed to synthesize the given product. (1) Given the product [C:39]([NH:2][C:3]1[CH:4]=[CH:5][C:6]([NH:9][CH2:10][CH2:11][NH:12][C:13]([C:15]2[C:23]3[N:22]=[C:21]([C:24]4[S:25][CH:26]=[CH:27][CH:28]=4)[NH:20][C:19]=3[C:18]([OH:29])=[CH:17][CH:16]=2)=[O:14])=[N:7][CH:8]=1)(=[O:41])[CH3:40], predict the reactants needed to synthesize it. The reactants are: Cl.[NH2:2][C:3]1[CH:4]=[CH:5][C:6]([NH:9][CH2:10][CH2:11][NH:12][C:13]([C:15]2[C:23]3[N:22]=[C:21]([C:24]4[S:25][CH:26]=[CH:27][CH:28]=4)[NH:20][C:19]=3[C:18]([OH:29])=[CH:17][CH:16]=2)=[O:14])=[N:7][CH:8]=1.CCN(C(C)C)C(C)C.[C:39](Cl)(=[O:41])[CH3:40]. (2) Given the product [CH3:31][S:32]([N:7]1[C:6]2[N:1]=[CH:2][N:3]=[C:4]([C:10]3[CH:11]=[C:12]([NH:16][C:17](=[O:28])[C:18]4[CH:23]=[CH:22][CH:21]=[C:20]([C:24]([F:26])([F:25])[F:27])[CH:19]=4)[CH:13]=[CH:14][CH:15]=3)[C:5]=2[CH:9]=[CH:8]1)(=[O:34])=[O:33], predict the reactants needed to synthesize it. The reactants are: [N:1]1[C:6]2[NH:7][CH:8]=[CH:9][C:5]=2[C:4]([C:10]2[CH:11]=[C:12]([NH:16][C:17](=[O:28])[C:18]3[CH:23]=[CH:22][CH:21]=[C:20]([C:24]([F:27])([F:26])[F:25])[CH:19]=3)[CH:13]=[CH:14][CH:15]=2)=[N:3][CH:2]=1.[H-].[Na+].[CH3:31][S:32](Cl)(=[O:34])=[O:33]. (3) Given the product [C:13]([O:12][C:10]([N:5]1[CH2:6][C@@H:2]([OH:1])[CH2:3][C@@H:4]1[C:7]([OH:9])=[O:8])=[O:11])([CH3:16])([CH3:15])[CH3:14], predict the reactants needed to synthesize it. The reactants are: [OH:1][C@@H:2]1[CH2:6][NH:5][C@@H:4]([C:7]([OH:9])=[O:8])[CH2:3]1.[C:10](O[C:10]([O:12][C:13]([CH3:16])([CH3:15])[CH3:14])=[O:11])([O:12][C:13]([CH3:16])([CH3:15])[CH3:14])=[O:11].C(N(CC)CC)C. (4) Given the product [Cl:1][C:2]1[CH:3]=[C:4]([CH:10]([CH2:20][C@H:21]2[CH2:25][CH2:24][CH2:23][O:22]2)[C:11]([NH:13][C:14]2[CH:19]=[N:18][CH:17]=[CH:16][N:15]=2)=[O:12])[CH:5]=[CH:6][C:7]=1[S:8]([CH3:9])(=[O:27])=[O:37], predict the reactants needed to synthesize it. The reactants are: [Cl:1][C:2]1[CH:3]=[C:4]([CH:10]([CH2:20][C@H:21]2[CH2:25][CH2:24][CH2:23][O:22]2)[C:11]([NH:13][C:14]2[CH:19]=[N:18][CH:17]=[CH:16][N:15]=2)=[O:12])[CH:5]=[CH:6][C:7]=1[S:8][CH3:9].C(O)=[O:27].OO.[Mn]([O-])(=O)(=O)=O.[K+].[OH2:37]. (5) Given the product [Cl:1][C:2]1[CH:3]=[C:4]([N:9]2[C:13]([C:14]3[CH:19]=[C:18]([C:20]([F:22])([F:23])[F:21])[CH:17]=[C:16]([F:24])[CH:15]=3)=[CH:12][C:11]([C:25]([OH:27])=[O:26])=[N:10]2)[CH:5]=[CH:6][C:7]=1[F:8], predict the reactants needed to synthesize it. The reactants are: [Cl:1][C:2]1[CH:3]=[C:4]([N:9]2[C:13]([C:14]3[CH:19]=[C:18]([C:20]([F:23])([F:22])[F:21])[CH:17]=[C:16]([F:24])[CH:15]=3)=[CH:12][C:11]([C:25]([O:27]CC)=[O:26])=[N:10]2)[CH:5]=[CH:6][C:7]=1[F:8].ClC1C=C(N2C(C3C=C(F)C=C(Cl)C=3)=CC(C(O)=O)=N2)C=CC=1F.